Dataset: Catalyst prediction with 721,799 reactions and 888 catalyst types from USPTO. Task: Predict which catalyst facilitates the given reaction. Reactant: [OH-].[K+].[C:3]([O:7][C:8](=[O:24])[CH2:9][N:10]=C(C1C=CC=CC=1)C1C=CC=CC=1)([CH3:6])([CH3:5])[CH3:4].[Br:25][C:26]1[CH:31]=[CH:30][CH:29]=[CH:28][C:27]=1[CH2:32][CH2:33][CH2:34]Br.Cl.C(=O)(O)[O-].[Na+]. Product: [NH2:10][CH:9]([CH2:34][CH2:33][CH2:32][C:27]1[CH:28]=[CH:29][CH:30]=[CH:31][C:26]=1[Br:25])[C:8]([O:7][C:3]([CH3:6])([CH3:5])[CH3:4])=[O:24]. The catalyst class is: 148.